This data is from CYP1A2 inhibition data for predicting drug metabolism from PubChem BioAssay. The task is: Regression/Classification. Given a drug SMILES string, predict its absorption, distribution, metabolism, or excretion properties. Task type varies by dataset: regression for continuous measurements (e.g., permeability, clearance, half-life) or binary classification for categorical outcomes (e.g., BBB penetration, CYP inhibition). Dataset: cyp1a2_veith. The molecule is Cc1ccc(OCCCn2c(=O)sc3ccccc32)cc1. The result is 0 (non-inhibitor).